From a dataset of NCI-60 drug combinations with 297,098 pairs across 59 cell lines. Regression. Given two drug SMILES strings and cell line genomic features, predict the synergy score measuring deviation from expected non-interaction effect. Drug 1: CCCCC(=O)OCC(=O)C1(CC(C2=C(C1)C(=C3C(=C2O)C(=O)C4=C(C3=O)C=CC=C4OC)O)OC5CC(C(C(O5)C)O)NC(=O)C(F)(F)F)O. Drug 2: CC1=C(C(=O)C2=C(C1=O)N3CC4C(C3(C2COC(=O)N)OC)N4)N. Cell line: NCI/ADR-RES. Synergy scores: CSS=11.4, Synergy_ZIP=-5.51, Synergy_Bliss=0.0835, Synergy_Loewe=-6.38, Synergy_HSA=1.23.